From a dataset of TCR-epitope binding with 47,182 pairs between 192 epitopes and 23,139 TCRs. Binary Classification. Given a T-cell receptor sequence (or CDR3 region) and an epitope sequence, predict whether binding occurs between them. The epitope is KAFSPEVIPMF. The TCR CDR3 sequence is CALTGGDYGYTF. Result: 1 (the TCR binds to the epitope).